Dataset: Forward reaction prediction with 1.9M reactions from USPTO patents (1976-2016). Task: Predict the product of the given reaction. (1) Given the reactants [Cl:1][C:2]1[CH:7]=[C:6]([F:8])[CH:5]=[CH:4][C:3]=1[NH:9][S:10]([CH:13]1[C:18]([C:19]([O:21][CH2:22][CH3:23])=[O:20])=[CH:17][CH2:16][CH2:15][CH2:14]1)(=[O:12])=[O:11].C(N(CC)CC)C.[Cl:31][CH2:32][C:33](Cl)=[O:34], predict the reaction product. The product is: [Cl:31][CH2:32][C:33]([N:9]([C:3]1[CH:4]=[CH:5][C:6]([F:8])=[CH:7][C:2]=1[Cl:1])[S:10]([CH:13]1[C:18]([C:19]([O:21][CH2:22][CH3:23])=[O:20])=[CH:17][CH2:16][CH2:15][CH2:14]1)(=[O:11])=[O:12])=[O:34]. (2) Given the reactants [S:1](Cl)([CH3:4])(=[O:3])=[O:2].[NH2:6][C:7]1[C:8]([CH3:29])=[C:9]([C:16]([C:18]2[CH:23]=[CH:22][C:21]([N+:24]([O-:26])=[O:25])=[C:20]([O:27][CH3:28])[CH:19]=2)=[O:17])[N:10]2[C:15]=1[CH:14]=[CH:13][CH:12]=[CH:11]2, predict the reaction product. The product is: [CH3:28][O:27][C:20]1[CH:19]=[C:18]([CH:23]=[CH:22][C:21]=1[N+:24]([O-:26])=[O:25])[C:16]([C:9]1[N:10]2[C:15]([CH:14]=[CH:13][CH:12]=[CH:11]2)=[C:7]([NH:6][S:1]([CH3:4])(=[O:3])=[O:2])[C:8]=1[CH3:29])=[O:17]. (3) Given the reactants [NH:1]1[C:10]2[CH2:9][CH:8]3[CH2:11][CH2:12][CH2:13][CH2:14][CH:7]3[C:6](=[O:15])[C:5]=2[CH:4]=[CH:3][C:2]1=O.P(Cl)(Cl)([Cl:19])=O, predict the reaction product. The product is: [Cl:19][CH:2]1[CH:3]=[CH:4][C:5]2[C:6](=[O:15])[CH:7]3[CH2:14][CH2:13][CH2:12][CH2:11][CH:8]3[CH2:9][C:10]=2[NH:1]1. (4) Given the reactants [F:1][C:2]([F:35])([F:34])[C:3]1[CH:4]=[C:5]([CH:27]=[C:28]([C:30]([F:33])([F:32])[F:31])[CH:29]=1)[C:6]([N:8]1[CH2:26][CH2:25][C:11]2([N:15]([C:16]3[CH:21]=[CH:20][CH:19]=[CH:18][C:17]=3[CH3:22])[C:14](=[O:23])[NH:13][C:12]2=[O:24])[CH2:10][CH2:9]1)=[O:7].[CH3:36][C:37]1[O:41][N:40]=[C:39]([CH2:42]O)[CH:38]=1, predict the reaction product. The product is: [F:35][C:2]([F:1])([F:34])[C:3]1[CH:4]=[C:5]([CH:27]=[C:28]([C:30]([F:33])([F:32])[F:31])[CH:29]=1)[C:6]([N:8]1[CH2:26][CH2:25][C:11]2([N:15]([C:16]3[CH:21]=[CH:20][CH:19]=[CH:18][C:17]=3[CH3:22])[C:14](=[O:23])[N:13]([CH2:42][C:39]3[CH:38]=[C:37]([CH3:36])[O:41][N:40]=3)[C:12]2=[O:24])[CH2:10][CH2:9]1)=[O:7]. (5) Given the reactants C([O:3][C:4](=O)[C:5]([F:28])([F:27])[CH2:6][N:7]([C:17]1[C:22]([N+:23]([O-])=O)=[CH:21][N:20]=[C:19]([Cl:26])[N:18]=1)[CH2:8][CH2:9][CH2:10][C:11]1[CH:16]=[CH:15][CH:14]=[CH:13][CH:12]=1)C, predict the reaction product. The product is: [Cl:26][C:19]1[N:20]=[CH:21][C:22]2[NH:23][C:4](=[O:3])[C:5]([F:28])([F:27])[CH2:6][N:7]([CH2:8][CH2:9][CH2:10][C:11]3[CH:16]=[CH:15][CH:14]=[CH:13][CH:12]=3)[C:17]=2[N:18]=1. (6) Given the reactants [Br:1][C:2]1[CH:7]=[CH:6][N:5]2[C:8]([C:11]([NH:13][C:14]3[CH:15]=[C:16]([CH:20]=[CH:21][C:22]=3[F:23])[C:17](O)=[O:18])=[O:12])=[CH:9][N:10]=[C:4]2[CH:3]=1.[CH3:24][C:25]1([CH3:33])[CH2:29][CH2:28][CH2:27][N:26]1[CH2:30][CH2:31][NH2:32].C(N(CC)CC)C.C(P1(=O)OP(CCC)(=O)OP(CCC)(=O)O1)CC, predict the reaction product. The product is: [Br:1][C:2]1[CH:7]=[CH:6][N:5]2[C:8]([C:11]([NH:13][C:14]3[CH:15]=[C:16]([C:17](=[O:18])[NH:32][CH2:31][CH2:30][N:26]4[CH2:27][CH2:28][CH2:29][C:25]4([CH3:33])[CH3:24])[CH:20]=[CH:21][C:22]=3[F:23])=[O:12])=[CH:9][N:10]=[C:4]2[CH:3]=1.